Dataset: Experimentally validated miRNA-target interactions with 360,000+ pairs, plus equal number of negative samples. Task: Binary Classification. Given a miRNA mature sequence and a target amino acid sequence, predict their likelihood of interaction. (1) The miRNA is mmu-miR-1195 with sequence UGAGUUCGAGGCCAGCCUGCUCA. The protein sequence of the target gene is MMLIPTHHFRDIERKPEYLQPEKCAPPPFPGPAGAMWFIRDGCGIACAIVTWFLVLYAEFVVLFVMLVPSRDYAYSIINGIVFNLLAFLALASHCRAMLTDPGAVPKGNATKEFIESLQLKPGQVVYKCPKCCSIKPDRAHHCSVCKRCIRKMDHHCPWVNNCVGENNQKYFVLFTMYIALISLHALIMVGFHFLHCFEEDWTKCSSFSPPTTVILLILLCFEALLFLIFTSVMFGTQVHSICTDETGIEQLKKEERRWAKKTKWMNMKAVFGHPFSLGWASPFATPDQGKADPYQYVV. Result: 1 (interaction). (2) The miRNA is mmu-miR-139-5p with sequence UCUACAGUGCACGUGUCUCCAG. The protein sequence of the target gene is MTSWQRLCWHYRLWTLGCYMLLAILALKLSLRLKCDFDAMDLDSEEFQSQYCRDLLYKTLKLPAKSSINCSGVIRGEQKAVTQALLNNLEIKKKQQLFTEADYLRMTADCEHFKTKRKFIQVPLSKEEASFPIAYSMVVHEKIENFERLLRAVYTPQNVYCVHMDQKSSEPFKQAVRAIVSCFPNVFIASKLVSVVYASWSRVQADLNCMEDLLQSPVPWKYLLNTCGTDFPIKTNAEMVKALKLLKGQNSMESEVPPPHKKSRWKYHYEVTDTLHMTSKRKTPPPNNLTMFTGNAYMVA.... Result: 1 (interaction). (3) The miRNA is hsa-miR-4258 with sequence CCCCGCCACCGCCUUGG. The protein sequence of the target gene is MALSQGLFTFKDVAIEFSQEEWECLDPAQRALYRDVMLENYRNLLSLDEDNIPPEDDISVGFTSKGLSPKENNKEELYHLVILERKESHGINNFDLKEVWENMPKFDSLWDYDVKNYKGMPLTCNKNLTHRKDQQHNKSSIHFSLKQSVSIRDSAHQYFIHDKPFIRNLLKLKNNIRYAGNKYVKCFENKIGLSLQAQLAELQRFQTGEKMYECNPVEKSINSSSVSPLPPCVKNICNKYRKILKYPLLHTQYGRTHIREKSYKCNDCGKAFSKSSNLTNHQRIHSGQRPYKCNECGKAF.... Result: 1 (interaction).